Dataset: Reaction yield outcomes from USPTO patents with 853,638 reactions. Task: Predict the reaction yield, written as a fraction of the theoretical maximum amount of product (1.0 means a 100% yield; for example, 0.34 means a 34% yield). (1) The reactants are Cl.[C:2](=[NH:7])([O:4][CH2:5][CH3:6])[CH3:3].C(N(CC)CC)C.[C:15](Cl)(=[O:22])[C:16]1[CH:21]=[CH:20][CH:19]=[CH:18][CH:17]=1. The catalyst is C1(C)C=CC=CC=1. The product is [CH2:5]([O:4][C:2](=[N:7][C:15](=[O:22])[C:16]1[CH:21]=[CH:20][CH:19]=[CH:18][CH:17]=1)[CH3:3])[CH3:6]. The yield is 0.820. (2) The reactants are Br[C:2]1[CH:3]=[N:4][N:5]2[CH:10]=[CH:9][C:8]([C:11]([N:13]([C:15]3[CH:20]=[CH:19][C:18]([C:21]#[N:22])=[CH:17][N:16]=3)[CH3:14])=[O:12])=[CH:7][C:6]=12.CC1(C)C(C)(C)OB([C:31]2[CH:36]=[CH:35][N:34]=[C:33]([NH2:37])[CH:32]=2)O1.[O-]P([O-])([O-])=O.[K+].[K+].[K+]. The catalyst is O1CCOCC1.O.C1C=CC(/C=C/C(/C=C/C2C=CC=CC=2)=O)=CC=1.C1C=CC(/C=C/C(/C=C/C2C=CC=CC=2)=O)=CC=1.C1C=CC(/C=C/C(/C=C/C2C=CC=CC=2)=O)=CC=1.[Pd].[Pd]. The product is [NH2:37][C:33]1[CH:32]=[C:31]([C:2]2[CH:3]=[N:4][N:5]3[CH:10]=[CH:9][C:8]([C:11]([N:13]([C:15]4[CH:20]=[CH:19][C:18]([C:21]#[N:22])=[CH:17][N:16]=4)[CH3:14])=[O:12])=[CH:7][C:6]=23)[CH:36]=[CH:35][N:34]=1. The yield is 0.0900. (3) The reactants are [Br:1][C:2]1[CH:7]=[CH:6][C:5]([F:8])=[C:4](I)[CH:3]=1.[Li]CCCC.[F:15][CH2:16][C:17](OCC)=[O:18]. The catalyst is C1COCC1. The product is [Br:1][C:2]1[CH:7]=[CH:6][C:5]([F:8])=[C:4]([C:17](=[O:18])[CH2:16][F:15])[CH:3]=1. The yield is 0.630. (4) The reactants are [CH3:1][O:2][C:3]1[CH:4]=[C:5]([CH2:9][CH2:10][NH:11][C:12]([C:14]2[S:15][CH:16]=[CH:17][CH:18]=2)=O)[CH:6]=[CH:7][CH:8]=1.P(Cl)(Cl)(Cl)=O. The catalyst is N. The product is [CH3:1][O:2][C:3]1[CH:4]=[C:5]2[C:6](=[CH:7][CH:8]=1)[C:12]([C:14]1[S:15][CH:16]=[CH:17][CH:18]=1)=[N:11][CH2:10][CH2:9]2. The yield is 0.960. (5) The reactants are [Cl:1][C:2]1[C:7](=[O:8])[NH:6][N:5]=[CH:4][C:3]=1[O:9][C:10]1[CH:17]=[CH:16][CH:15]=[CH:14][C:11]=1[C:12]#[N:13].S(=O)(=O)(O)[OH:19]. No catalyst specified. The product is [Cl:1][C:2]1[C:7](=[O:8])[NH:6][N:5]=[CH:4][C:3]=1[O:9][C:10]1[CH:17]=[CH:16][CH:15]=[CH:14][C:11]=1[C:12]([NH2:13])=[O:19]. The yield is 0.960.